Predict the product of the given reaction. From a dataset of Forward reaction prediction with 1.9M reactions from USPTO patents (1976-2016). (1) The product is: [C:1]([O:5][C:6]([N:8]([CH2:13][C:14](=[O:17])[CH3:20])[CH2:9][C:10]([OH:12])=[O:11])=[O:7])([CH3:4])([CH3:3])[CH3:2]. Given the reactants [C:1]([O:5][C:6]([N:8]([CH:13](OC)[C:14](=[O:17])NC)[CH2:9][C:10]([OH:12])=[O:11])=[O:7])([CH3:4])([CH3:3])[CH3:2].[CH3:20][Mg]Br.CCOCC, predict the reaction product. (2) Given the reactants [Br:1][C:2]1[CH:3]=[CH:4][C:5]2[O:6][CH2:7][C:8](=[O:12])[NH:9][C:10]=2[N:11]=1.[CH3:13][O:14][C:15]1[CH:22]=[CH:21][C:18]([CH2:19]Cl)=[CH:17][CH:16]=1.C([O-])([O-])=O.[Cs+].[Cs+], predict the reaction product. The product is: [Br:1][C:2]1[CH:3]=[CH:4][C:5]2[O:6][CH2:7][C:8](=[O:12])[N:9]([CH2:19][C:18]3[CH:21]=[CH:22][C:15]([O:14][CH3:13])=[CH:16][CH:17]=3)[C:10]=2[N:11]=1. (3) Given the reactants [CH3:1][N:2]1[C:7](=[O:8])[C:6]([N:9]2[CH2:14][CH2:13][O:12][CH2:11][CH2:10]2)=[CH:5][C:4]([C:15]2[C:16]([CH3:25])=[N:17][CH:18]=[C:19]([C:21]([O:23]C)=[O:22])[CH:20]=2)=[CH:3]1.[OH-].[Li+].Cl, predict the reaction product. The product is: [CH3:1][N:2]1[C:7](=[O:8])[C:6]([N:9]2[CH2:14][CH2:13][O:12][CH2:11][CH2:10]2)=[CH:5][C:4]([C:15]2[C:16]([CH3:25])=[N:17][CH:18]=[C:19]([C:21]([OH:23])=[O:22])[CH:20]=2)=[CH:3]1. (4) Given the reactants [Cl:1][C:2]1[CH:7]=[CH:6][C:5]([C:8]2[C:12]([C:13]3[CH:18]=[CH:17][C:16]([O:19]COC)=[CH:15][CH:14]=3)=[CH:11][S:10][C:9]=2[CH2:23][CH2:24][C:25]([OH:27])=[O:26])=[C:4]([O:28][CH3:29])[CH:3]=1.Cl, predict the reaction product. The product is: [Cl:1][C:2]1[CH:7]=[CH:6][C:5]([C:8]2[C:12]([C:13]3[CH:14]=[CH:15][C:16]([OH:19])=[CH:17][CH:18]=3)=[CH:11][S:10][C:9]=2[CH2:23][CH2:24][C:25]([OH:27])=[O:26])=[C:4]([O:28][CH3:29])[CH:3]=1. (5) Given the reactants [CH3:1][C:2]1[S:6][C:5]([C:7]2[CH:8]=[CH:9][C:10]3[NH:11][C:12]4[C:17]([C:18]=3[CH:19]=2)=[CH:16][C:15]([C:20]2[S:21][C:22]([CH3:25])=[CH:23][CH:24]=2)=[CH:14][CH:13]=4)=[CH:4][CH:3]=1.I[C:27]1[CH:32]=[CH:31][C:30]([O:33][CH3:34])=[CH:29][CH:28]=1.C(=O)([O-])[O-].[K+].[K+], predict the reaction product. The product is: [CH3:1][C:2]1[S:6][C:5]([C:7]2[CH:8]=[CH:9][C:10]3[N:11]([C:27]4[CH:32]=[CH:31][C:30]([O:33][CH3:34])=[CH:29][CH:28]=4)[C:12]4[C:17]([C:18]=3[CH:19]=2)=[CH:16][C:15]([C:20]2[S:21][C:22]([CH3:25])=[CH:23][CH:24]=2)=[CH:14][CH:13]=4)=[CH:4][CH:3]=1.